From a dataset of Experimentally validated miRNA-target interactions with 360,000+ pairs, plus equal number of negative samples. Binary Classification. Given a miRNA mature sequence and a target amino acid sequence, predict their likelihood of interaction. (1) The miRNA is mmu-miR-3075-5p with sequence UGUCUGGGAGCAGCCAAGGAC. The protein sequence of the target gene is MRVSGVLRLLALIFAIVTTWMFIRSYMSFSMKTIRLPRWLAASPTKEIQVKKYKCGLIKPCPANYFAFKICSGAANVVGPTMCFEDRMIMSPVKNNVGRGLNIALVNGTTGAVLGQKAFDMYSGDVMHLVKFLKEIPGGALVLVASYDDPGTKMNDESRKLFSDLGSSYAKQLGFRDSWVFIGAKDLRGKSPFEQFLKNSPDTNKYEGWPELLEMEGCMPPKPF. Result: 0 (no interaction). (2) The miRNA is hsa-miR-378j with sequence ACUGGAUUUGGAGCCAGAA. The protein sequence of the target gene is MVMGLGVLLLVFVLGLGLTPPTLAQDNSRYTHFLTQHYDAKPQGRDDRYCESIMRRRGLTSPCKDINTFIHGNKRSIKAICENKNGNPHRENLRISKSSFQVTTCKLHGGSPWPPCQYRATAGFRNVVVACENGLPVHLDQSIFRRP. Result: 1 (interaction). (3) The miRNA is rno-miR-29b-3p with sequence UAGCACCAUUUGAAAUCAGUGUU. The protein sequence of the target gene is MLWRGSQALRHFSTSRVYFKNKLKLALIGQSLFGQEVYSQLLKEGHRVVGVFTVPDKDGKADPLALAAEKDGTPVFKFPRWRLKGKTIKEVAEAYQSVGAELNVLPFCTQFIPMDVIDSPKHGSIIYHPSLLPRHRGASAINWTLIMGDKKAGFSVFWADDGLDTGPILLQRSCDVKPNDTVDSLYNRFLFPEGIKAMVEAVQLIADGKAPRTPQPEEGATYEGIQKKENAEVSWDQPAEGLHNWIRGHDKVPGAWAEINGQMVTFYGSSLLTSSVPSGEPLDIRGAKKPGLVTKNGLVL.... Result: 0 (no interaction). (4) The miRNA is hsa-miR-128-3p with sequence UCACAGUGAACCGGUCUCUUU. The protein sequence of the target gene is MASEKPGPGPGLEPQPVGLIAVGAAGGGGGGSGGGGTGGSGMGELRGASGSGSVMLPAGMINPSVPIRNIRMKFAVLIGLIQVGEVSNRDIVETVLNLLVGGEFDLEMNFIIQDAESITCMTELLEHCDVTCQAEIWSMFTAILRKSVRNLQTSTEVGLIEQVLLKMSAVDDMIADLLVDMLGVLASYSITVKELKLLFSMLRGESGIWPRHAVKLLSVLNQMPQRHGPDTFFNFPGCSAAAIALPPIAKWPYQNGFTLNTWFRMDPLNNINVDKDKPYLYCFRTSKGVGYSAHFVGNCL.... Result: 1 (interaction).